Task: Predict the product of the given reaction.. Dataset: Forward reaction prediction with 1.9M reactions from USPTO patents (1976-2016) (1) The product is: [O:29]1[C@:4]2([C@:8]3([CH3:26])[C@@H:7]([CH2:6][CH:5]12)[C@H:12]1[C@@H:11]([C@:16]2([CH3:25])[C:15](=[CH:14][CH2:13]1)[CH2:20][CH:19]([OH:21])[CH2:18][CH2:17]2)[CH2:10][CH2:9]3)[C:2](=[O:3])[CH3:1]. Given the reactants [CH3:1][C:2]([C:4]1[C@@:8]2([CH3:26])[CH2:9][CH2:10][C@@H:11]3[C@@:16]4([CH3:25])[CH2:17][CH2:18][C@H:19]([O:21]C(C)=O)[CH2:20][C:15]4=[CH:14][CH2:13][C@H:12]3[C@@H:7]2[CH2:6][CH:5]=1)=[O:3].OO.[OH-:29].[Na+], predict the reaction product. (2) Given the reactants [F:1][C:2]([F:40])([F:39])[C:3]1[CH:4]=[C:5]([CH:13]([OH:38])[CH2:14][NH:15][CH2:16][C:17]2[CH:22]=[C:21]([C:23]([F:26])([F:25])[F:24])[CH:20]=[CH:19][C:18]=2[C:27]2[CH:32]=[C:31]([CH:33]([CH3:35])[CH3:34])[CH:30]=[CH:29][C:28]=2[O:36][CH3:37])[CH:6]=[C:7]([C:9]([F:12])([F:11])[F:10])[CH:8]=1.CCN(C(C)C)C(C)C.Cl[C:51](Cl)([O:53]C(=O)OC(Cl)(Cl)Cl)Cl.C([O-])(O)=O.[Na+], predict the reaction product. The product is: [F:1][C:2]([F:39])([F:40])[C:3]1[CH:4]=[C:5]([CH:13]2[O:38][C:51](=[O:53])[N:15]([CH2:16][C:17]3[CH:22]=[C:21]([C:23]([F:24])([F:25])[F:26])[CH:20]=[CH:19][C:18]=3[C:27]3[CH:32]=[C:31]([CH:33]([CH3:35])[CH3:34])[CH:30]=[CH:29][C:28]=3[O:36][CH3:37])[CH2:14]2)[CH:6]=[C:7]([C:9]([F:11])([F:10])[F:12])[CH:8]=1. (3) Given the reactants [CH:1]1[CH:11]2[CH:12]3[C:7](=[CH:8][CH:9]=[CH:10]2)[CH2:6][CH2:5][CH2:4][N:3]3[CH:2]=1.[C:13](Cl)(=[O:17])[C:14](Cl)=[O:15].[CH3:19][O-:20].[Na+], predict the reaction product. The product is: [C:1]1([C:13](=[O:17])[C:14]([O:20][CH3:19])=[O:15])[C:11]2=[C:12]3[C:7](=[CH:8][CH:9]=[CH:10]2)[CH2:6][CH2:5][CH2:4][N:3]3[CH:2]=1. (4) Given the reactants [Br:1][C:2]1[CH:15]=[CH:14][C:13]2[C:12]3[C:7](=[CH:8][C:9]([Br:16])=[CH:10][CH:11]=3)[C:6](=O)[C:5](=O)[C:4]=2[CH:3]=1.[CH2:19]([NH2:22])[CH2:20][NH2:21], predict the reaction product. The product is: [Br:1][C:2]1[CH:15]=[CH:14][C:13]2[C:4]([CH:3]=1)=[C:5]1[C:6](=[C:7]3[CH:8]=[C:9]([Br:16])[CH:10]=[CH:11][C:12]=23)[N:22]=[CH:19][CH:20]=[N:21]1. (5) Given the reactants CN(C)C(=O)[O:4][CH:5]([C:15]1[N:16]([CH3:36])[C:17]([C:26]2[S:27][C:28]3[N:29]=[CH:30][N:31]=[C:32]([NH2:35])[C:33]=3[N:34]=2)=[C:18]([C:20]2[CH:25]=[CH:24][CH:23]=[CH:22][CH:21]=2)[N:19]=1)[C:6]1[C:14]2[O:13][CH2:12][O:11][C:10]=2[CH:9]=[CH:8][CH:7]=1.CN(C)C(=O)OC(C1N(C)C(C2SC3N=CN=C(N)C=3N=2)=C(C2C=CC=CC=2)N=1)C1C=CC=CC=1, predict the reaction product. The product is: [NH2:35][C:32]1[C:33]2[N:34]=[C:26]([C:17]3[N:16]([CH3:36])[C:15]([CH:5]([C:6]4[C:14]5[O:13][CH2:12][O:11][C:10]=5[CH:9]=[CH:8][CH:7]=4)[OH:4])=[N:19][C:18]=3[C:20]3[CH:25]=[CH:24][CH:23]=[CH:22][CH:21]=3)[S:27][C:28]=2[N:29]=[CH:30][N:31]=1.